From a dataset of Human intestinal absorption (HIA) binary classification data from Hou et al.. Regression/Classification. Given a drug SMILES string, predict its absorption, distribution, metabolism, or excretion properties. Task type varies by dataset: regression for continuous measurements (e.g., permeability, clearance, half-life) or binary classification for categorical outcomes (e.g., BBB penetration, CYP inhibition). Dataset: hia_hou. (1) The drug is Cc1nnc(NS(=O)(=O)c2ccc(N)cc2)s1. The result is 1 (good absorption). (2) The compound is CC(C)Cc1ccc([C@H](C)C(=O)O)cc1. The result is 1 (good absorption). (3) The compound is Cc1nc2n(c(=O)c1CCN1CCC(c3noc4cc(F)ccc34)CC1)CCCC2. The result is 1 (good absorption). (4) The result is 1 (good absorption). The drug is CC[C@H](CO)NC(=O)[C@H]1C=C2c3cccc4c3c(cn4C)C[C@@H]2N(C)C1. (5) The molecule is CC[C@@H]1OC(=O)[C@@H](C)C(=O)[C@H](C)[C@@H](O[C@@H]2O[C@@H](C)C[C@@H](N(C)C)[C@@H]2O)[C@](C)(OC)C[C@H](C)C(=O)[C@H](C)[C@H]2N(CCCCn3cnc(-c4cccnc4)c3)C(=O)O[C@]12C. The result is 1 (good absorption). (6) The drug is CN1C(C(=O)Nc2nccs2)=C(O)c2ccccc2S1(=O)=O. The result is 1 (good absorption).